This data is from Forward reaction prediction with 1.9M reactions from USPTO patents (1976-2016). The task is: Predict the product of the given reaction. (1) Given the reactants [N:1]1[N:2]([C:10]2[CH:15]=[C:14]([CH3:16])[CH:13]=[CH:12][C:11]=2O)[N:3]=[C:4]2[CH:9]=[CH:8][CH:7]=[CH:6][C:5]=12.[CH2:18]=[O:19].[ClH:20], predict the reaction product. The product is: [N:1]1[N:2]([C:10]2[CH:15]=[C:14]([CH3:16])[CH:13]=[C:12]([CH2:11][Cl:20])[C:18]=2[OH:19])[N:3]=[C:4]2[CH:9]=[CH:8][CH:7]=[CH:6][C:5]=12. (2) The product is: [Br:25][CH:19]1[CH2:18][CH2:17][C:14]2=[CH:15][C:16]3[C:7]4[CH:6]=[CH:5][C:4]([C:1](=[O:3])[CH2:2][Br:26])=[CH:22][C:8]=4[CH2:9][O:10][C:11]=3[CH:12]=[C:13]2[C:20]1=[O:21]. Given the reactants [C:1]([C:4]1[CH:5]=[CH:6][C:7]2[C:16]3[CH:15]=[C:14]4[CH2:17][CH2:18][CH2:19][C:20](=[O:21])[C:13]4=[CH:12][C:11]=3[O:10][CH2:9][C:8]=2[CH:22]=1)(=[O:3])[CH3:2].CO.[Br-:25].[Br-:26].[Br-].[NH+]1C=CC=CC=1.[NH+]1C=CC=CC=1.[NH+]1C=CC=CC=1, predict the reaction product. (3) Given the reactants [F:1][CH:2]1[C:7]([F:9])(O)[CH:6]=[CH:5][C:4]([C:10]2[CH:15]=[CH:14][CH:13]=[CH:12][CH:11]=2)=[CH:3]1.Br[CH2:17][CH2:18][O:19][CH3:20].[I-].[K+].C(=O)([O-])[O-:24].[K+].[K+], predict the reaction product. The product is: [F:1][C:2]1[CH:3]=[C:4]([C:10]2[CH:15]=[CH:14][C:13]([O:24][CH2:17][CH2:18][O:19][CH3:20])=[CH:12][CH:11]=2)[CH:5]=[CH:6][C:7]=1[F:9]. (4) The product is: [OH:2][CH2:3][C:4]1[CH:5]=[CH:6][C:7]([C:10](=[O:24])/[CH:11]=[CH:12]/[C:13]2[CH:14]=[CH:15][C:16](/[CH:19]=[CH:20]/[C:21]([NH:39][O:40][CH:41]3[CH2:46][CH2:45][CH2:44][CH2:43][O:42]3)=[O:22])=[CH:17][CH:18]=2)=[CH:8][CH:9]=1. Given the reactants [K+].[OH:2][CH2:3][C:4]1[CH:9]=[CH:8][C:7]([C:10](=[O:24])/[CH:11]=[CH:12]/[C:13]2[CH:18]=[CH:17][C:16](/[CH:19]=[CH:20]/[C:21]([O-])=[O:22])=[CH:15][CH:14]=2)=[CH:6][CH:5]=1.C(Cl)CCl.C1C=CC2N(O)N=NC=2C=1.[NH2:39][O:40][CH:41]1[CH2:46][CH2:45][CH2:44][CH2:43][O:42]1, predict the reaction product. (5) Given the reactants [OH-].[K+].S([O-])([O-])(=O)=O.[Na+].[Na+].[CH2:10]([N:12]1[C:24]2[CH:23]=[CH:22][CH:21]=[CH:20][C:19]=2[C:18]2[C:13]1=[CH:14][CH:15]=[CH:16][CH:17]=2)[CH3:11].[C:25]1([NH:31][N:32]=[CH:33]C2C=CC3NC4C(C=3C=2)=CC=CC=4)[CH:30]=[CH:29][CH:28]=[CH:27][CH:26]=1.[CH2:47]([CH:49]1[O:51][CH2:50]1)Cl, predict the reaction product. The product is: [O:51]1[CH2:50][CH:49]1[CH2:47][N:31]([C:25]1[CH:30]=[CH:29][CH:28]=[CH:27][CH:26]=1)[N:32]=[CH:33][C:16]1[CH:15]=[CH:14][C:13]2[N:12]([CH2:10][CH3:11])[C:24]3[C:19]([C:18]=2[CH:17]=1)=[CH:20][CH:21]=[CH:22][CH:23]=3. (6) Given the reactants [CH3:1][C:2]1[O:6][C:5]([C:7]2[CH:12]=[CH:11][C:10]([C:13]([F:16])([F:15])[F:14])=[CH:9][CH:8]=2)=[N:4][C:3]=1[CH2:17][NH2:18].[C:19]([CH2:22][CH2:23][C:24]1[CH:32]=[CH:31][C:27]([C:28]([OH:30])=O)=[CH:26][C:25]=1[CH3:33])([OH:21])=[O:20].[CH2:34](N(CC)CC)[CH3:35].CCN=C=NCCCN(C)C, predict the reaction product. The product is: [CH2:34]([O:21][C:19](=[O:20])[CH2:22][CH2:23][C:24]1[CH:32]=[CH:31][C:27]([C:28](=[O:30])[NH:18][CH2:17][C:3]2[N:4]=[C:5]([C:7]3[CH:8]=[CH:9][C:10]([C:13]([F:16])([F:15])[F:14])=[CH:11][CH:12]=3)[O:6][C:2]=2[CH3:1])=[CH:26][C:25]=1[CH3:33])[CH3:35]. (7) Given the reactants [CH3:1][O:2][C:3]1[N:8]=[C:7]2[NH:9][N:10]=[CH:11][C:6]2=[CH:5][C:4]=1[NH:12][C:13]1[C:14]2[C:21]3[CH2:22][CH2:23][C@H:24]([C:26](O)=[O:27])[CH2:25][C:20]=3[S:19][C:15]=2[N:16]=[CH:17][N:18]=1.[CH3:29][C@H:30]1[O:35][C@@H:34]([CH3:36])[CH2:33][NH:32][CH2:31]1, predict the reaction product. The product is: [CH3:36][C@H:34]1[O:35][C@@H:30]([CH3:29])[CH2:31][N:32]([C:26]([C@H:24]2[CH2:23][CH2:22][C:21]3[C:14]4[C:13]([NH:12][C:4]5[CH:5]=[C:6]6[CH:11]=[N:10][NH:9][C:7]6=[N:8][C:3]=5[O:2][CH3:1])=[N:18][CH:17]=[N:16][C:15]=4[S:19][C:20]=3[CH2:25]2)=[O:27])[CH2:33]1. (8) Given the reactants [OH:1][CH2:2][C@@H:3]1[O:7][C@H:6]([N:8]2[CH:23]=[CH:22][C:12]([NH:13][C:14](=[O:21])[CH2:15][CH2:16][CH2:17][CH2:18][CH2:19]C)=[N:11][C:9]2=[O:10])[CH2:5][O:4]1.OC[C@@H]1O[C@H](N2C=CC(NC(=O)CCCCCCCC)=NC2=O)CO1.OC[C@@H]1O[C@H](N2C=CC(NC(=O)CCCCCCCCC)=NC2=O)CO1.OC[C@@H]1O[C@H](N2C=CC(NCCCCCCCCCCCC)=NC2=O)CO1.OC[C@@H]1O[C@H](N2C=CC(NC(=O)CCCCCCCCCCCCCCC)=NC2=O)CO1.OC[C@@H]1O[C@H](N2C=CC(NC3CCCC3)=NC2=O)CO1, predict the reaction product. The product is: [OH:1][CH2:2][C@@H:3]1[O:7][C@H:6]([N:8]2[CH:23]=[CH:22][C:12]([NH:13][C:14](=[O:21])[CH2:15][CH2:16][CH2:17][CH2:18][CH3:19])=[N:11][C:9]2=[O:10])[CH2:5][O:4]1. (9) Given the reactants [Cl:1][C:2]1[CH:7]=[CH:6][C:5]([C@:8]2([O:17][C@H:16]([CH2:18][OH:19])[C@@H:14]([OH:15])[C@H:12]([OH:13])[C@H:10]2[OH:11])[OH:9])=[CH:4][C:3]=1[CH2:20][C:21]1[CH:26]=[CH:25][C:24]([O:27][C:28]2([C:33]([O:35]C)=[O:34])[CH2:32][CH2:31][CH2:30][CH2:29]2)=[CH:23][CH:22]=1.Cl, predict the reaction product. The product is: [Cl:1][C:2]1[CH:7]=[CH:6][C:5]([C@:8]2([O:17][C@H:16]([CH2:18][OH:19])[C@@H:14]([OH:15])[C@H:12]([OH:13])[C@H:10]2[OH:11])[OH:9])=[CH:4][C:3]=1[CH2:20][C:21]1[CH:22]=[CH:23][C:24]([O:27][C:28]2([C:33]([OH:35])=[O:34])[CH2:32][CH2:31][CH2:30][CH2:29]2)=[CH:25][CH:26]=1. (10) Given the reactants [NH2:1][C@@H:2]([CH2:32][C:33]1[C:41]2[C:36](=[CH:37][CH:38]=[CH:39][CH:40]=2)[NH:35][CH:34]=1)[C:3]([N:5]1[CH2:10][CH2:9][CH:8]([N:11]2[N:20]=[C:19]([C:21]3[CH:26]=[CH:25][C:24]([O:27][CH3:28])=[C:23]([O:29][CH3:30])[CH:22]=3)[C@@H:18]3[C@@H:13]([CH2:14][CH2:15][CH2:16][CH2:17]3)[C:12]2=[O:31])[CH2:7][CH2:6]1)=[O:4].[CH:42]1([CH2:45][O:46][C:47]2[CH:55]=[CH:54][C:50]3[O:51][CH2:52][O:53][C:49]=3[C:48]=2[C:56]2[C:57]3[NH:64][CH:63]=[C:62]([C:65](O)=[O:66])[C:58]=3[N:59]=[CH:60][N:61]=2)[CH2:44][CH2:43]1.C(Cl)CCl.C1C=CC2N(O)N=NC=2C=1, predict the reaction product. The product is: [CH:42]1([CH2:45][O:46][C:47]2[CH:55]=[CH:54][C:50]3[O:51][CH2:52][O:53][C:49]=3[C:48]=2[C:56]2[C:57]3[NH:64][CH:63]=[C:62]([C:65]([NH:1][C@@H:2]([CH2:32][C:33]4[C:41]5[C:36](=[CH:37][CH:38]=[CH:39][CH:40]=5)[NH:35][CH:34]=4)[C:3]([N:5]4[CH2:6][CH2:7][CH:8]([N:11]5[N:20]=[C:19]([C:21]6[CH:26]=[CH:25][C:24]([O:27][CH3:28])=[C:23]([O:29][CH3:30])[CH:22]=6)[C@@H:18]6[C@@H:13]([CH2:14][CH2:15][CH2:16][CH2:17]6)[C:12]5=[O:31])[CH2:9][CH2:10]4)=[O:4])=[O:66])[C:58]=3[N:59]=[CH:60][N:61]=2)[CH2:43][CH2:44]1.